This data is from Full USPTO retrosynthesis dataset with 1.9M reactions from patents (1976-2016). The task is: Predict the reactants needed to synthesize the given product. (1) Given the product [ClH:58].[ClH:58].[ClH:58].[ClH:58].[OH:43][C:38]1[C:39]([O:41][CH3:42])=[CH:40][C:35]([C:31]2[CH:30]=[C:29]([CH2:28][N:25]3[CH2:24][CH2:23][CH:22]([N:2]([CH2:3][C:4]4[CH:9]=[CH:8][N:7]=[C:6]([C:10]5[CH:11]=[C:12]([O:20][CH3:21])[C:13]([OH:18])=[C:14]([O:16][CH3:17])[CH:15]=5)[CH:5]=4)[CH3:1])[CH2:27][CH2:26]3)[CH:34]=[CH:33][N:32]=2)=[CH:36][C:37]=1[O:45][CH3:46], predict the reactants needed to synthesize it. The reactants are: [CH3:1][N:2]([CH:22]1[CH2:27][CH2:26][N:25]([CH2:28][C:29]2[CH:34]=[CH:33][N:32]=[C:31]([C:35]3[CH:40]=[C:39]([O:41][CH3:42])[C:38]([O:43]C)=[C:37]([O:45][CH3:46])[CH:36]=3)[CH:30]=2)[CH2:24][CH2:23]1)[CH2:3][C:4]1[CH:9]=[CH:8][N:7]=[C:6]([C:10]2[CH:15]=[C:14]([O:16][CH3:17])[C:13]([O:18]C)=[C:12]([O:20][CH3:21])[CH:11]=2)[CH:5]=1.I[Si](C)(C)C.O.C(=O)([O-])O.[Na+].[Cl:58]CCl. (2) Given the product [C:32]([O:36][C:37]([N:39]1[CH2:40][CH2:41][N:42]([C:45]2[CH:46]=[CH:47][C:48]([N+:1]([O-:3])=[O:2])=[C:49]([F:51])[CH:50]=2)[CH2:43][CH2:44]1)=[O:38])([CH3:35])([CH3:33])[CH3:34], predict the reactants needed to synthesize it. The reactants are: [N+:1](C1C=C([N+]([O-])=O)C=CC=1)([O-:3])=[O:2].C(N1CCNCC1)(OC(C)(C)C)=O.C(=O)([O-])[O-].[K+].[K+].[C:32]([O:36][C:37]([N:39]1[CH2:44][CH2:43][N:42]([C:45]2[CH:50]=[C:49]([F:51])[CH:48]=[CH:47][C:46]=2[N+]([O-])=O)[CH2:41][CH2:40]1)=[O:38])([CH3:35])([CH3:34])[CH3:33]. (3) Given the product [F:20][C:18]([F:21])([F:19])[C:17]([N:9]1[CH2:10][CH2:11][C@:12]2([CH3:16])[C@H:14]([CH3:15])[C@H:8]1[CH2:7][C:6]1[CH:5]=[CH:4][C:3]3[O:23][CH:24]([CH3:25])[NH:1][C:2]=3[C:13]=12)=[O:22], predict the reactants needed to synthesize it. The reactants are: [NH2:1][C:2]1[C:13]2[C@@:12]3([CH3:16])[C@H:14]([CH3:15])[C@H:8]([N:9]([C:17](=[O:22])[C:18]([F:21])([F:20])[F:19])[CH2:10][CH2:11]3)[CH2:7][C:6]=2[CH:5]=[CH:4][C:3]=1[OH:23].[C:24](OC)(OC)(OC)[CH3:25]. (4) Given the product [N:14]1[CH:15]=[CH:16][CH:17]=[C:12]([CH2:11][N:7]2[C:8]3[C:4](=[CH:3][C:2]([NH:1][C:18]([N:25]4[C:26]5[C:34](=[CH:33][C:32]([O:31][CH3:30])=[C:40]([C:41]([F:43])([F:44])[F:42])[CH:39]=5)[CH2:28][CH2:29]4)=[O:19])=[CH:10][CH:9]=3)[CH:5]=[CH:6]2)[CH:13]=1, predict the reactants needed to synthesize it. The reactants are: [NH2:1][C:2]1[CH:3]=[C:4]2[C:8](=[CH:9][CH:10]=1)[N:7]([CH2:11][C:12]1[CH:13]=[N:14][CH:15]=[CH:16][CH:17]=1)[CH:6]=[CH:5]2.[C:18]([N:25]1[CH:29]=[CH:28]N=[CH:26]1)(N1C=CN=C1)=[O:19].[CH3:30][O:31][C:32]1[CH:33]=[C:34]2C(=[CH:39][C:40]=1[C:41]([F:44])([F:43])[F:42])NCC2.O. (5) The reactants are: Br[C:2]1[CH:7]=[CH:6][C:5]2[C:8]3([CH2:28][O:29][C:4]=2[CH:3]=1)[C:16]1[C:11](=[CH:12][CH:13]=[CH:14][CH:15]=1)[N:10]([CH2:17][C:18]1[O:19][C:20]([C:23]([F:26])([F:25])[F:24])=[CH:21][CH:22]=1)[C:9]3=[O:27].[C:30]([N:37]1[CH2:41][CH2:40][C@@H:39]([NH2:42])[CH2:38]1)([O:32][C:33]([CH3:36])([CH3:35])[CH3:34])=[O:31].CC(P(C(C)(C)C)C1C(C2C=CC=CC=2)=CC=CC=1)(C)C.CC(C)([O-])C.[Na+]. Given the product [O:27]=[C:9]1[C:8]2([C:5]3[CH:6]=[CH:7][C:2]([NH:42][C@@H:39]4[CH2:40][CH2:41][N:37]([C:30]([O:32][C:33]([CH3:36])([CH3:35])[CH3:34])=[O:31])[CH2:38]4)=[CH:3][C:4]=3[O:29][CH2:28]2)[C:16]2[C:11](=[CH:12][CH:13]=[CH:14][CH:15]=2)[N:10]1[CH2:17][C:18]1[O:19][C:20]([C:23]([F:26])([F:24])[F:25])=[CH:21][CH:22]=1, predict the reactants needed to synthesize it. (6) Given the product [CH3:13][C:10]1[C:9]([NH:14][CH:15]([CH3:28])[CH2:16][CH2:17][C:18]2[CH:23]=[CH:22][CH:21]=[C:20]([C:24]([F:27])([F:26])[F:25])[CH:19]=2)=[C:8]([C:5]2[CH:6]=[CH:7][C:2]([B:29]3[O:33][C:32]([CH3:35])([CH3:34])[C:31]([CH3:37])([CH3:36])[O:30]3)=[CH:3][CH:4]=2)[O:12][N:11]=1, predict the reactants needed to synthesize it. The reactants are: Br[C:2]1[CH:7]=[CH:6][C:5]([C:8]2[O:12][N:11]=[C:10]([CH3:13])[C:9]=2[NH:14][CH:15]([CH3:28])[CH2:16][CH2:17][C:18]2[CH:23]=[CH:22][CH:21]=[C:20]([C:24]([F:27])([F:26])[F:25])[CH:19]=2)=[CH:4][CH:3]=1.[B:29]1([B:29]2[O:33][C:32]([CH3:35])([CH3:34])[C:31]([CH3:37])([CH3:36])[O:30]2)[O:33][C:32]([CH3:35])([CH3:34])[C:31]([CH3:37])([CH3:36])[O:30]1.